From a dataset of TCR-epitope binding with 47,182 pairs between 192 epitopes and 23,139 TCRs. Binary Classification. Given a T-cell receptor sequence (or CDR3 region) and an epitope sequence, predict whether binding occurs between them. The epitope is HTTDPSFLGRY. The TCR CDR3 sequence is CASSYPNTGELFF. Result: 0 (the TCR does not bind to the epitope).